This data is from Experimentally validated miRNA-target interactions with 360,000+ pairs, plus equal number of negative samples. The task is: Binary Classification. Given a miRNA mature sequence and a target amino acid sequence, predict their likelihood of interaction. (1) The miRNA is hsa-miR-377-5p with sequence AGAGGUUGCCCUUGGUGAAUUC. The protein sequence of the target gene is MKLVRFLMKLSHETVTIELKNGTQVHGTITGVDVSMNTHLKAVKMTLKNREPVQLETLSIRGNNIRYFILPDSLPLDTLLVDVEPKVKSKKREAVAGRGRGRGRGRGRGRGRGRGGPRR. Result: 1 (interaction). (2) The miRNA is hsa-miR-516b-5p with sequence AUCUGGAGGUAAGAAGCACUUU. The protein sequence of the target gene is MKKTEMGRFNISPDEDSSSYSSNSDFNYSYPTKQAALKSHYADVDPENQNFLLESNLGKKKYETDFHPGTTSFGMSVFNLSNAIVGSGILGLSYAMANTGIALFIILLTFVSIFSLYSVHLLLKTANEGGSLLYEQLGHKAYGLAGKLAASGSITMQNIGAMSSYLFIVKYELPLVIKALMNIEDTNGLWYLNGDYLVLLVSLVLILPLSLLRNLGYLGYTSGLSLLCMIFFLIVVICKKFQIPCPVEAALVANETVNGTFTQAALALAFNSTADDACRPRYFIFNSQTVYAVPILTFSF.... Result: 0 (no interaction). (3) The miRNA is hsa-miR-32-5p with sequence UAUUGCACAUUACUAAGUUGCA. The protein sequence of the target gene is MAGERPPLRGPGPGPGEVPGEGPPGPGGTGGGPGRGRPSSYRALRSAVSSLARVDDFHCAEKIGAGFFSEVYKVRHRQSGQVMVLKMNKLPSNRGNTLREVQLMNRLRHPNILRFMGVCVHQGQLHALTEYMNGGTLEQLLSSPEPLSWPVRLHLALDIARGLRYLHSKGVFHRDLTSKNCLVRREDRGFTAVVGDFGLAEKIPVYREGARKEPLAVVGSPYWMAPEVLRGELYDEKADVFAFGIVLCELIARVPADPDYLPRTEDFGLDVPAFRTLVGDDCPLPFLLLAIHCCNLEPST.... Result: 1 (interaction). (4) The miRNA is hsa-miR-6077 with sequence GGGAAGAGCUGUACGGCCUUC. The protein sequence of the target gene is MGTSSTDSQQAGHRRCSTSNTSAENLTCLSLPGSPGKTAPLPGPAQAGAGQPLPKGCAAVKAEVGIPAPHTSQEVRIHIRRLLSWAAPGACGLRSTPCALPQALPQARPCPGRWFFPGCSLPTGGAQTILSLWTWRHFLNWALQQREENSGRARRVPPVPRTAPVSKGEGSHPPQNSNGEKVKTITPDVGLHQSLTSDPTVAVLRAKRAPEAHPPRSCSGSLTARVCHMGVCQGQGDTEDGRMTLMG. Result: 0 (no interaction). (5) The miRNA is hsa-miR-1-3p with sequence UGGAAUGUAAAGAAGUAUGUAU. The protein sequence of the target gene is MEEMEEELKCPVCGSFYREPIILPCSHNLCQACARNILVQTPESESPQSHRAAGSGVSDYDYLDLDKMSLYSEADSGYGSYGGFASAPTTPCQKSPNGVRVFPPAMPPPATHLSPALAPVPRNSCITCPQCHRSLILDDRGLRGFPKNRVLEGVIDRYQQSKAAALKCQLCEKAPKEATVMCEQCDVFYCDPCRLRCHPPRGPLAKHRLVPPAQGRVSRRLSPRKVSTCTDHELENHSMYCVQCKMPVCYQCLEEGKHSSHEVKALGAMWKLHKSQLSQALNGLSDRAKEAKEFLVQLRN.... Result: 1 (interaction). (6) The miRNA is hsa-miR-526b-3p with sequence GAAAGUGCUUCCUUUUAGAGGC. The protein sequence of the target gene is MDADDSRAPKGSLRKFLEHLSGAGKAIGVLTSGGDAQGMNAAVRAVVRMGIYVGAKVYFIYEGYQGMVDGGSNIAEADWESVSSILQVGGTIIGSARCQAFRTREGRLKAACNLLQRGITNLCVIGGDGSLTGANLFRKEWSGLLEELARNGQIDKEAVQKYAYLNVVGMVGSIDNDFCGTDMTIGTDSALHRIIEVVDAIMTTAQSHQRTFVLEVMGRHCGYLALVSALACGADWVFLPESPPEEGWEEQMCVKLSENRARKKRLNIIIVAEGAIDTQNKPITSEKIKELVVTQLGYDT.... Result: 1 (interaction). (7) The miRNA is hsa-miR-410-3p with sequence AAUAUAACACAGAUGGCCUGU. The protein sequence of the target gene is MASSCAVQVKLELGHRAQVRKKPTVEGFTHDWMVFVRGPEHSNIQHFVEKVVFHLHESFPRPKRVCKDPPYKVEESGYAGFILPIEVYFKNKEEPRKVRFDYDLFLHLEGHPPVNHLRCEKLTFNNPTEDFRRKLLKAGGDPNRSIHTSSSSSSSSSSSSSSSSSSSSSSSSSSSSSSSSSSSSSSSSSSTSFSKPHKLMKEHKEKPSKDSREHKSAFKEPSRDHNKSSKESSKKPKENKPLKEEKIVPKMAFKEPKPMSKEPKPDSNLLTITSGQDKKAPSKRPPISDSEELSAKKRKK.... Result: 1 (interaction).